From a dataset of Full USPTO retrosynthesis dataset with 1.9M reactions from patents (1976-2016). Predict the reactants needed to synthesize the given product. Given the product [CH3:1][N:2]([CH3:3])[C:14]([C:12]1[S:13][C:6]2[C:7](=[N:8][CH:9]=[CH:10][C:5]=2[Cl:4])[CH:11]=1)=[O:16], predict the reactants needed to synthesize it. The reactants are: [CH3:1][NH:2][CH3:3].[Cl:4][C:5]1[CH:10]=[CH:9][N:8]=[C:7]2[CH:11]=[C:12]([C:14]([O-:16])=O)[S:13][C:6]=12.[Li+].